Dataset: M1 muscarinic receptor antagonist screen with 61,756 compounds. Task: Binary Classification. Given a drug SMILES string, predict its activity (active/inactive) in a high-throughput screening assay against a specified biological target. (1) The molecule is S1(=O)(=O)CC2N(C(/SC2C1)=N/C(=O)C(C)C)c1cc(ccc1)C(=O)C. The result is 0 (inactive). (2) The drug is O(CC(=O)NCCC=1CCCCC1)C(=O)c1c(onc1C)C. The result is 0 (inactive). (3) The compound is S(=O)(=O)(N1CCN(CC1)c1n(c2c(n1)n(c(=O)n(c2=O)C)C)C)c1c(cc(cc1C)C)C. The result is 0 (inactive). (4) The result is 1 (active). The drug is s1c(N2CCC(CC2)C(=O)NCCCN2CCN(CC2)Cc2ccccc2)nnc1n1cccc1.